Dataset: Full USPTO retrosynthesis dataset with 1.9M reactions from patents (1976-2016). Task: Predict the reactants needed to synthesize the given product. (1) Given the product [ClH:1].[Cl:1][C:2]1[CH:3]=[C:4]([NH:17][C:19]2[C:28]3[C:23](=[CH:24][CH:25]=[C:26]([I:29])[CH:27]=3)[N:22]=[CH:21][N:20]=2)[CH:5]=[CH:6][C:7]=1[O:8][CH2:9][C:10]1[CH:15]=[CH:14][CH:13]=[C:12]([F:16])[CH:11]=1, predict the reactants needed to synthesize it. The reactants are: [Cl:1][C:2]1[CH:3]=[C:4]([NH2:17])[CH:5]=[CH:6][C:7]=1[O:8][CH2:9][C:10]1[CH:15]=[CH:14][CH:13]=[C:12]([F:16])[CH:11]=1.Cl[C:19]1[C:28]2[C:23](=[CH:24][CH:25]=[C:26]([I:29])[CH:27]=2)[N:22]=[CH:21][N:20]=1.CC(O)(C)C. (2) Given the product [CH3:1][N:2]([CH3:27])[CH2:3][CH2:4][NH:5][C:6]([C:8]1[C:21]2[C:12](=[N:13][C:14]3[C:19]([N:20]=2)=[C:18]2[CH:22]=[CH:23][C:24]([OH:26])=[C:25]([CH2:28][N:29]([CH3:31])[CH3:30])[C:17]2=[CH:16][CH:15]=3)[CH:11]=[CH:10][CH:9]=1)=[O:7], predict the reactants needed to synthesize it. The reactants are: [CH3:1][N:2]([CH3:27])[CH2:3][CH2:4][NH:5][C:6]([C:8]1[C:21]2[C:12](=[N:13][C:14]3[C:19]([N:20]=2)=[C:18]2[CH:22]=[CH:23][C:24]([OH:26])=[CH:25][C:17]2=[CH:16][CH:15]=3)[CH:11]=[CH:10][CH:9]=1)=[O:7].[CH3:28][NH:29][CH3:30].[CH2:31]=O.